From a dataset of Reaction yield outcomes from USPTO patents with 853,638 reactions. Predict the reaction yield, written as a fraction of the theoretical maximum amount of product (1.0 means a 100% yield; for example, 0.34 means a 34% yield). (1) The reactants are [CH3:1][C:2]1[CH:3]=[C:4]([CH:13]=[CH:14][C:15]=1[N+:16]([O-])=O)[O:5][C:6]1[CH:11]=[CH:10][N:9]=[C:8]([NH2:12])[CH:7]=1. The catalyst is CO.[C].[Pd]. The product is [NH2:16][C:15]1[CH:14]=[CH:13][C:4]([O:5][C:6]2[CH:11]=[CH:10][N:9]=[C:8]([NH2:12])[CH:7]=2)=[CH:3][C:2]=1[CH3:1]. The yield is 0.531. (2) The reactants are [CH2:8]1[CH:7]2[CH:6]3[CH:10]=[CH:9][CH:8]([CH:6]2[CH:10]=[CH:9]1)[CH2:7]3.[CH:11]([SiH:14]([Cl:16])[Cl:15])([CH3:13])[CH3:12].CCCCCCCCCCCCCCCC. The catalyst is [Pd](Cl)Cl.C(P(CCCC)CCCC)CCC.C1(C)C=CC=CC=1. The product is [CH:6]1([Si:14]([CH:11]([CH3:13])[CH3:12])([Cl:16])[Cl:15])[CH2:7][CH2:8][CH:9]=[CH:10]1. The yield is 0.710. (3) The reactants are [Li+].CC([N-]C(C)C)C.[CH2:9]([N:16]1[CH2:22][CH2:21][CH2:20][O:19][CH2:18][C:17]1=[O:23])[C:10]1[CH:15]=[CH:14][CH:13]=[CH:12][CH:11]=1.[F:24][C:25]1[CH:32]=[CH:31][C:28]([CH2:29]Br)=[CH:27][CH:26]=1. The catalyst is C1COCC1. The product is [CH2:9]([N:16]1[CH2:22][CH2:21][CH2:20][O:19][CH:18]([CH2:29][C:28]2[CH:31]=[CH:32][C:25]([F:24])=[CH:26][CH:27]=2)[C:17]1=[O:23])[C:10]1[CH:11]=[CH:12][CH:13]=[CH:14][CH:15]=1. The yield is 0.490. (4) The reactants are C(O)(=O)C.[CH:5]([NH2:7])=[NH:6].C[O-].[Na+].CO.[CH3:13][C:14]([CH3:23])([CH3:22])[CH2:15][C:16](=O)[C:17](OC)=[O:18]. The catalyst is C(O)(=O)C.O. The product is [OH:18][C:17]1[CH:16]=[C:15]([C:14]([CH3:23])([CH3:22])[CH3:13])[N:7]=[CH:5][N:6]=1. The yield is 0.490. (5) The reactants are [Cl:1][C:2]1[CH:3]=[C:4]([CH:16]=[CH:17][CH:18]=1)[CH2:5][C:6]1[S:10][C:9]([CH:11]2OCC[O:12]2)=[CH:8][CH:7]=1.C(O)(=O)CC(CC(O)=O)(C(O)=O)O.C(=O)(O)[O-].[Na+].C(OCC)(=O)C. The catalyst is CO. The product is [Cl:1][C:2]1[CH:3]=[C:4]([CH:16]=[CH:17][CH:18]=1)[CH2:5][C:6]1[S:10][C:9]([CH:11]=[O:12])=[CH:8][CH:7]=1. The yield is 0.892. (6) The reactants are [O:1]1[CH:5]=[CH:4][CH:3]=[C:2]1[C:6]1[O:7][C:8]([CH3:39])=[C:9]([CH2:11][O:12][C:13]2[CH:38]=[CH:37][C:16]([CH2:17][O:18][C:19]3[C:23](/[CH:24]=[CH:25]/[C:26]([O:28]CC)=[O:27])=[CH:22][N:21]([C:31]4[CH:36]=[CH:35][CH:34]=[CH:33][CH:32]=4)[N:20]=3)=[CH:15][CH:14]=2)[N:10]=1.O1CCCC1.[OH-].[Na+].Cl. The catalyst is O.C(O)C. The product is [O:1]1[CH:5]=[CH:4][CH:3]=[C:2]1[C:6]1[O:7][C:8]([CH3:39])=[C:9]([CH2:11][O:12][C:13]2[CH:14]=[CH:15][C:16]([CH2:17][O:18][C:19]3[C:23](/[CH:24]=[CH:25]/[C:26]([OH:28])=[O:27])=[CH:22][N:21]([C:31]4[CH:32]=[CH:33][CH:34]=[CH:35][CH:36]=4)[N:20]=3)=[CH:37][CH:38]=2)[N:10]=1. The yield is 0.920. (7) The reactants are [Cl:1][C:2]1[CH:3]=[CH:4][C:5]([CH2:8][N:9]2[CH2:15][CH2:14][CH2:13][C:12](=O)[C:11]3[CH:17]=[N:18][N:19]([CH2:20][C:21]4[CH:26]=[CH:25][C:24]([O:27][CH3:28])=[CH:23][CH:22]=4)[C:10]2=3)=[N:6][CH:7]=1.[F:29][C:30]1[CH:31]=[N:32][C:33]([NH:36][C:37]([NH2:39])=[S:38])=[N:34][CH:35]=1.II. The catalyst is N1C=CC=CC=1.CCOC(C)=O. The product is [Cl:1][C:2]1[CH:3]=[CH:4][C:5]([CH2:8][N:9]2[CH2:15][CH2:14][C:13]3[S:38][C:37]([NH:36][C:33]4[N:32]=[CH:31][C:30]([F:29])=[CH:35][N:34]=4)=[N:39][C:12]=3[C:11]3[CH:17]=[N:18][N:19]([CH2:20][C:21]4[CH:22]=[CH:23][C:24]([O:27][CH3:28])=[CH:25][CH:26]=4)[C:10]2=3)=[N:6][CH:7]=1. The yield is 0.290. (8) The reactants are F.F.F.C(N(CC)CC)C.C(N(CC)CC)C.[Si]([O:35][CH2:36][C@H:37]1[O:41][C@@H:40]([N:42]2[CH:49]=[C:48]([CH3:50])[C:46](=[O:47])[NH:45][C:43]2=[O:44])[C@H:39]([O:51][CH2:52][CH2:53][O:54][N:55]([CH3:57])[CH3:56])[C@@H:38]1[OH:58])(C(C)(C)C)(C1C=CC=CC=1)C1C=CC=CC=1.CO. The catalyst is C1COCC1.C(Cl)Cl. The product is [CH3:56][N:55]([CH3:57])[O:54][CH2:53][CH2:52][O:51][C@@H:39]1[C@H:38]([OH:58])[C@@H:37]([CH2:36][OH:35])[O:41][C@H:40]1[N:42]1[CH:49]=[C:48]([CH3:50])[C:46](=[O:47])[NH:45][C:43]1=[O:44]. The yield is 0.925.